From a dataset of Forward reaction prediction with 1.9M reactions from USPTO patents (1976-2016). Predict the product of the given reaction. (1) The product is: [CH:13]([O:16][C:17]1[CH:25]=[CH:24][C:23]([S:26]([CH3:29])(=[O:28])=[O:27])=[CH:22][C:18]=1[C:19]([N:7]1[CH2:6][CH2:5][C:4]2[C:9](=[CH:10][CH:11]=[CH:12][C:3]=2[O:2][CH3:1])[CH2:8]1)=[O:20])([CH3:15])[CH3:14]. Given the reactants [CH3:1][O:2][C:3]1[CH:12]=[CH:11][CH:10]=[C:9]2[C:4]=1[CH2:5][CH2:6][NH:7][CH2:8]2.[CH:13]([O:16][C:17]1[CH:25]=[CH:24][C:23]([S:26]([CH3:29])(=[O:28])=[O:27])=[CH:22][C:18]=1[C:19](O)=[O:20])([CH3:15])[CH3:14], predict the reaction product. (2) Given the reactants [NH2:1][C:2]1[CH:7]=[CH:6][C:5]([N:8]2[CH:13]=[CH:12][C:11]([O:14][CH2:15][C:16]3[CH:21]=[CH:20][C:19]([Cl:22])=[CH:18][CH:17]=3)=[CH:10][C:9]2=[O:23])=[CH:4][C:3]=1[NH:24][CH3:25].[CH3:26][O:27][C:28]([CH:30]1[CH2:33][CH2:32][CH:31]1[C:34](O)=O)=[O:29].CN(C(ON1N=NC2C=CC=NC1=2)=[N+](C)C)C.F[P-](F)(F)(F)(F)F.C(N(CC)C(C)C)(C)C, predict the reaction product. The product is: [Cl:22][C:19]1[CH:18]=[CH:17][C:16]([CH2:15][O:14][C:11]2[CH:12]=[CH:13][N:8]([C:5]3[CH:6]=[CH:7][C:2]4[N:1]=[C:34]([CH:31]5[CH2:32][CH2:33][CH:30]5[C:28]([O:27][CH3:26])=[O:29])[N:24]([CH3:25])[C:3]=4[CH:4]=3)[C:9](=[O:23])[CH:10]=2)=[CH:21][CH:20]=1. (3) Given the reactants [CH3:1][O:2][C:3]1[C:8]2[N:9]=[C:10]([NH2:12])[S:11][C:7]=2[C:6]([N:13]2[CH2:18][CH2:17][O:16][CH2:15][CH2:14]2)=[CH:5][CH:4]=1.[CH3:19][N:20]([CH3:27])[CH2:21][CH2:22][CH2:23][C:24](Cl)=[O:25], predict the reaction product. The product is: [CH3:19][N:20]([CH3:27])[CH2:21][CH2:22][CH2:23][C:24]([NH:12][C:10]1[S:11][C:7]2[C:6]([N:13]3[CH2:18][CH2:17][O:16][CH2:15][CH2:14]3)=[CH:5][CH:4]=[C:3]([O:2][CH3:1])[C:8]=2[N:9]=1)=[O:25]. (4) Given the reactants [CH3:1][C:2]([N:4]([CH3:6])C)=O.C([N:9]([CH2:12]C)CC)C.[C:14](Cl)([C:27]1[CH:32]=[CH:31][CH:30]=[CH:29][CH:28]=1)([C:21]1[CH:26]=[CH:25][CH:24]=[CH:23][CH:22]=1)[C:15]1[CH:20]=[CH:19][CH:18]=[CH:17][CH:16]=1.[OH2:34], predict the reaction product. The product is: [C:14]([N:9]1[CH:12]=[C:2]([CH:1]=[O:34])[N:4]=[CH:6]1)([C:27]1[CH:32]=[CH:31][CH:30]=[CH:29][CH:28]=1)([C:21]1[CH:26]=[CH:25][CH:24]=[CH:23][CH:22]=1)[C:15]1[CH:20]=[CH:19][CH:18]=[CH:17][CH:16]=1. (5) Given the reactants [OH-:1].[Na+].[C:3]1([C:9]2([C:25]3[CH:30]=[CH:29][CH:28]=[CH:27][CH:26]=3)[CH:18]=[CH:17][C:16]3[C:15]4[CH:19]=[CH:20][C:21](=[O:24])[C:22](=[O:23])[C:14]=4[CH:13]=[CH:12][C:11]=3[O:10]2)[CH:8]=[CH:7][CH:6]=[CH:5][CH:4]=1.Cl, predict the reaction product. The product is: [OH:24][C:21]1[C:22](=[O:23])[C:14]2[CH:13]=[CH:12][C:11]3[O:10][C:9]([C:3]4[CH:4]=[CH:5][CH:6]=[CH:7][CH:8]=4)([C:25]4[CH:26]=[CH:27][CH:28]=[CH:29][CH:30]=4)[CH:18]=[CH:17][C:16]=3[C:15]=2[C:19](=[O:1])[CH:20]=1. (6) Given the reactants [C:1]([O:5][C:6]([N:8]1[CH2:16][C:15]2[C:10](=[C:11]([CH:18]=[CH:19][C:20]([O:22][CH3:23])=[O:21])[CH:12]=[CH:13][C:14]=2[OH:17])[CH2:9]1)=[O:7])([CH3:4])([CH3:3])[CH3:2].[CH2:24](Br)[C:25]1[CH:30]=[CH:29][CH:28]=[CH:27][CH:26]=1.C(=O)([O-])[O-].[Cs+].[Cs+], predict the reaction product. The product is: [C:1]([O:5][C:6]([N:8]1[CH2:16][C:15]2[C:10](=[C:11]([CH:18]=[CH:19][C:20]([O:22][CH3:23])=[O:21])[CH:12]=[CH:13][C:14]=2[O:17][CH2:24][C:25]2[CH:30]=[CH:29][CH:28]=[CH:27][CH:26]=2)[CH2:9]1)=[O:7])([CH3:4])([CH3:3])[CH3:2]. (7) Given the reactants [Cl:1][C:2]1[CH:3]=[CH:4][C:5]([NH:8][C:9]([CH2:11][N:12]2[C:16]3[CH:17]=[CH:18][CH:19]=[C:20]([C:21]([OH:23])=[O:22])[C:15]=3[N:14]=[C:13]2[C:24](=[O:35])[NH:25][CH:26]2[CH2:31][CH2:30][N:29]([CH:32]([CH3:34])[CH3:33])[CH2:28][CH2:27]2)=[O:10])=[N:6][CH:7]=1.[CH:36]1([CH2:39]O)[CH2:38][CH2:37]1.C1CCC(N=C=NC2CCCCC2)CC1, predict the reaction product. The product is: [CH:36]1([CH2:39][O:22][C:21]([C:20]2[C:15]3[N:14]=[C:13]([C:24](=[O:35])[NH:25][CH:26]4[CH2:31][CH2:30][N:29]([CH:32]([CH3:33])[CH3:34])[CH2:28][CH2:27]4)[N:12]([CH2:11][C:9](=[O:10])[NH:8][C:5]4[CH:4]=[CH:3][C:2]([Cl:1])=[CH:7][N:6]=4)[C:16]=3[CH:17]=[CH:18][CH:19]=2)=[O:23])[CH2:38][CH2:37]1. (8) Given the reactants [N+:1]([O-:9])([O:3][CH2:4][CH2:5][CH2:6][CH2:7][OH:8])=[O:2].[CH3:10][C:11]([C:17]1[C:18](=[O:29])[C:19]2[C:24]([C:25](=[O:28])[C:26]=1[CH3:27])=[CH:23][CH:22]=[CH:21][CH:20]=2)([CH3:16])[CH2:12][C:13](O)=[O:14].C(Cl)CCl, predict the reaction product. The product is: [CH3:16][C:11]([C:17]1[C:18](=[O:29])[C:19]2[C:24]([C:25](=[O:28])[C:26]=1[CH3:27])=[CH:23][CH:22]=[CH:21][CH:20]=2)([CH3:10])[CH2:12][C:13]([O:8][CH2:7][CH2:6][CH2:5][CH2:4][O:3][N+:1]([O-:9])=[O:2])=[O:14].